This data is from Reaction yield outcomes from USPTO patents with 853,638 reactions. The task is: Predict the reaction yield, written as a fraction of the theoretical maximum amount of product (1.0 means a 100% yield; for example, 0.34 means a 34% yield). (1) The reactants are [Cl:1][C:2]1[CH:3]=[C:4]([NH:17][C:18]2[C:19]3[C:26]4[CH:27]=[CH:28][C:29](/[CH:31]=[CH:32]/[C:33]([O:35]C)=[O:34])=[CH:30][C:25]=4[S:24][C:20]=3[N:21]=[CH:22][N:23]=2)[CH:5]=[CH:6][C:7]=1[O:8][CH2:9][C:10]1[CH:15]=[CH:14][CH:13]=[C:12]([F:16])[CH:11]=1.C(O)C.[OH-].[Li+]. The catalyst is C1COCC1. The product is [Cl:1][C:2]1[CH:3]=[C:4]([NH:17][C:18]2[C:19]3[C:26]4[CH:27]=[CH:28][C:29](/[CH:31]=[CH:32]/[C:33]([OH:35])=[O:34])=[CH:30][C:25]=4[S:24][C:20]=3[N:21]=[CH:22][N:23]=2)[CH:5]=[CH:6][C:7]=1[O:8][CH2:9][C:10]1[CH:15]=[CH:14][CH:13]=[C:12]([F:16])[CH:11]=1. The yield is 0.510. (2) The reactants are C1(C(C2C=CC=CC=2)[N:8]2[C:16]3[C:11](=[CH:12][CH:13]=[CH:14][CH:15]=3)[C:10]3([CH2:20][O:19][C:18]4[CH:21]=[C:22]5[C:26](=[CH:27][C:17]3=4)[C:25]([CH3:29])([CH3:28])[CH2:24][O:23]5)[C:9]2=[O:30])C=CC=CC=1.[H][H]. The catalyst is CO.[Pd]. The product is [CH3:28][C:25]1([CH3:29])[CH2:24][O:23][C:22]2=[CH:21][C:18]3[O:19][CH2:20][C:10]4([C:17]=3[CH:27]=[C:26]12)[C:11]1[C:16](=[CH:15][CH:14]=[CH:13][CH:12]=1)[NH:8][C:9]4=[O:30]. The yield is 0.680. (3) The reactants are [NH:1]1[C:9]2[CH:8]=[CH:7][CH:6]=[C:5]([CH2:10]O)[C:4]=2[CH:3]=[CH:2]1.C1(P([N:26]=[N+:27]=[N-:28])(C2C=CC=CC=2)=O)C=CC=CC=1.CCCCCCC=CCCC. The catalyst is O1CCCC1. The product is [N:26]([CH2:10][C:5]1[CH:6]=[CH:7][CH:8]=[C:9]2[C:4]=1[CH:3]=[CH:2][NH:1]2)=[N+:27]=[N-:28]. The yield is 0.880. (4) The reactants are [NH2:1][C:2]1[CH:30]=[CH:29][C:5]2[NH:6][C:7]([C:12]3[C:13](=[O:28])[N:14]([CH2:23][CH2:24][CH:25]([CH3:27])[CH3:26])[C:15]4[C:20]([C:21]=3[OH:22])=[CH:19][CH:18]=[CH:17][N:16]=4)=[N:8][S:9](=[O:11])(=[O:10])[C:4]=2[CH:3]=1.[S:31]1[CH:35]=[CH:34][C:33]([S:36](Cl)(=[O:38])=[O:37])=[CH:32]1.[C:40]([O:43][CH2:44]C)(=[O:42])C. The catalyst is N1C=CC=CC=1. The product is [OH:22][C:21]1[C:20]2[C:15](=[N:16][CH:17]=[CH:18][CH:19]=2)[N:14]([CH2:23][CH2:24][CH:25]([CH3:27])[CH3:26])[C:13](=[O:28])[C:12]=1[C:7]1[NH:6][C:5]2[CH:29]=[CH:30][C:2]([NH:1][S:36]([C:33]3[CH:34]=[CH:35][S:31][C:32]=3[C:40]([O:43][CH3:44])=[O:42])(=[O:38])=[O:37])=[CH:3][C:4]=2[S:9](=[O:11])(=[O:10])[N:8]=1. The yield is 0.500. (5) The reactants are [C:1]([C:3]1[CH:4]=[C:5]([N:9]=[C:10]=[O:11])[CH:6]=[CH:7][CH:8]=1)#[N:2].[NH2:12][C:13]1[CH:18]=[CH:17][C:16]([S:19]([NH:22][CH2:23][C:24]2[CH:29]=[CH:28][CH:27]=[CH:26][CH:25]=2)(=[O:21])=[O:20])=[CH:15][CH:14]=1. The catalyst is C(Cl)Cl. The product is [CH2:23]([NH:22][S:19]([C:16]1[CH:15]=[CH:14][C:13]([NH:12][C:10]([NH:9][C:5]2[CH:6]=[CH:7][CH:8]=[C:3]([C:1]#[N:2])[CH:4]=2)=[O:11])=[CH:18][CH:17]=1)(=[O:21])=[O:20])[C:24]1[CH:29]=[CH:28][CH:27]=[CH:26][CH:25]=1. The yield is 0.900.